This data is from Reaction yield outcomes from USPTO patents with 853,638 reactions. The task is: Predict the reaction yield, written as a fraction of the theoretical maximum amount of product (1.0 means a 100% yield; for example, 0.34 means a 34% yield). (1) The reactants are [OH:1][CH:2]1[CH2:7][CH2:6][CH:5]([C:8]([O:10][CH3:11])=[O:9])[CH2:4][CH2:3]1.N1C=CN=C1.[Si:17](Cl)([C:20]([CH3:23])([CH3:22])[CH3:21])([CH3:19])[CH3:18].CCCCCC.C(OCC)(=O)C. The catalyst is CN(C)C=O.O. The product is [Si:17]([O:1][CH:2]1[CH2:3][CH2:4][CH:5]([C:8]([O:10][CH3:11])=[O:9])[CH2:6][CH2:7]1)([C:20]([CH3:23])([CH3:22])[CH3:21])([CH3:19])[CH3:18]. The yield is 1.00. (2) The reactants are C([O:3][C:4]([C:6]1[N:10]([CH2:11][C:12]2[CH:17]=[CH:16][CH:15]=[C:14]([Cl:18])[CH:13]=2)[C:9]2[CH:19]=[C:20]([C:22]#[C:23][C:24]3[CH:29]=[CH:28][CH:27]=[CH:26][CH:25]=3)[S:21][C:8]=2[CH:7]=1)=[O:5])C.[OH-].[K+].Cl. The catalyst is O1CCOCC1. The product is [Cl:18][C:14]1[CH:13]=[C:12]([CH:17]=[CH:16][CH:15]=1)[CH2:11][N:10]1[C:6]([C:4]([OH:5])=[O:3])=[CH:7][C:8]2[S:21][C:20]([C:22]#[C:23][C:24]3[CH:29]=[CH:28][CH:27]=[CH:26][CH:25]=3)=[CH:19][C:9]1=2. The yield is 0.760. (3) The reactants are [C:1]([NH:5][C:6]1[C:11]([C:12]([O:14]CC)=[O:13])=[CH:10][N:9]=[C:8]([S:17][CH3:18])[N:7]=1)([CH3:4])([CH3:3])[CH3:2].[OH-].[Na+].C(O)(=O)CC(CC(O)=O)(C(O)=O)O. The catalyst is C(O)C. The product is [C:1]([NH:5][C:6]1[C:11]([C:12]([OH:14])=[O:13])=[CH:10][N:9]=[C:8]([S:17][CH3:18])[N:7]=1)([CH3:4])([CH3:3])[CH3:2]. The yield is 0.990. (4) The reactants are [CH3:1][S:2]([NH:5][CH2:6][CH2:7][CH2:8][CH2:9][CH2:10][C:11]([OH:13])=O)(=[O:4])=[O:3].[NH2:14][C:15]1[CH:20]=[CH:19][CH:18]=[CH:17][CH:16]=1.C(Cl)CCl. The catalyst is CN(C1C=CN=CC=1)C.C1COCC1. The product is [C:15]1([NH:14][C:11](=[O:13])[CH2:10][CH2:9][CH2:8][CH2:7][CH2:6][NH:5][S:2]([CH3:1])(=[O:3])=[O:4])[CH:20]=[CH:19][CH:18]=[CH:17][CH:16]=1. The yield is 0.950. (5) The reactants are [CH2:1]([C@:3]12[CH2:13][CH2:12][C@:11](O)([C:14]3[CH:19]=[CH:18][CH:17]=[CH:16][CH:15]=3)[CH2:10][C@H:9]1[CH2:8][CH2:7][O:6][C:5]1[CH:21]=[C:22]([C:25]([NH:27][C:28]3[C:29]([CH3:34])=[N:30][CH:31]=[CH:32][CH:33]=3)=[O:26])[CH:23]=[CH:24][C:4]2=1)[CH3:2].[CH2:35]([C@@:37]12[CH2:47][CH2:46][C@@:45](O)([C:48]3[CH:53]=[CH:52][CH:51]=[CH:50][CH:49]=3)[CH2:44][C@@H:43]1[CH2:42][CH2:41][O:40][C:39]1[CH:55]=[C:56]([C:59]([NH:61][C:62]3[C:63]([CH3:68])=[N:64][CH:65]=[CH:66][CH:67]=3)=[O:60])[CH:57]=[CH:58][C:38]2=1)[CH3:36].OS([O-])(=O)=O.[K+].O.CC1C=CC(S(O)(=O)=O)=CC=1. The catalyst is C1(C)C=CC=CC=1. The product is [CH2:1]([C@:3]12[CH2:13][CH:12]=[C:11]([C:14]3[CH:19]=[CH:18][CH:17]=[CH:16][CH:15]=3)[CH2:10][C@H:9]1[CH2:8][CH2:7][O:6][C:5]1[CH:21]=[C:22]([C:25]([NH:27][C:28]3[C:29]([CH3:34])=[N:30][CH:31]=[CH:32][CH:33]=3)=[O:26])[CH:23]=[CH:24][C:4]2=1)[CH3:2].[CH2:35]([C@@:37]12[CH2:47][CH:46]=[C:45]([C:48]3[CH:53]=[CH:52][CH:51]=[CH:50][CH:49]=3)[CH2:44][C@@H:43]1[CH2:42][CH2:41][O:40][C:39]1[CH:55]=[C:56]([C:59]([NH:61][C:62]3[C:63]([CH3:68])=[N:64][CH:65]=[CH:66][CH:67]=3)=[O:60])[CH:57]=[CH:58][C:38]2=1)[CH3:36]. The yield is 0.600. (6) The reactants are [Cl-].[Al+3].[Cl-].[Cl-].[Cl:5][CH2:6][CH2:7][CH2:8][C:9](Cl)=[O:10].[C:12]1([CH:18]([CH3:20])[CH3:19])[CH:17]=[CH:16][CH:15]=[CH:14][CH:13]=1. The catalyst is C(Cl)Cl. The product is [Cl:5][CH2:6][CH2:7][CH2:8][C:9]([C:15]1[CH:16]=[CH:17][C:12]([CH:18]([CH3:20])[CH3:19])=[CH:13][CH:14]=1)=[O:10]. The yield is 0.860. (7) The reactants are [F:1][C:2]([F:7])([F:6])[C:3]([OH:5])=[O:4].[OH:8][C:9]1([CH2:21][C:22]([CH3:25])([CH3:24])[CH3:23])[CH2:13][CH2:12][N:11](C(OC(C)(C)C)=O)[CH2:10]1. The catalyst is ClCCl. The product is [F:1][C:2]([F:7])([F:6])[C:3]([OH:5])=[O:4].[CH2:21]([C:9]1([OH:8])[CH2:13][CH2:12][NH:11][CH2:10]1)[C:22]([CH3:25])([CH3:24])[CH3:23]. The yield is 0.910. (8) The reactants are C1(P(C2C=CC=CC=2)C2C=CC=CC=2)C=CC=CC=1.[F:20][C:21]1[CH:26]=[C:25]([OH:27])[CH:24]=[C:23]([F:28])[C:22]=1[C:29]1[N:34]=[C:33]([C:35]([O:37][CH3:38])=[O:36])[CH:32]=[CH:31][C:30]=1[F:39].O[CH2:41][CH2:42][N:43]1[CH2:47][CH2:46][CH2:45][C:44]1=[O:48].CC(OC(/N=N/C(OC(C)C)=O)=O)C. The catalyst is C1COCC1. The product is [F:20][C:21]1[CH:26]=[C:25]([O:27][CH2:41][CH2:42][N:43]2[CH2:47][CH2:46][CH2:45][C:44]2=[O:48])[CH:24]=[C:23]([F:28])[C:22]=1[C:29]1[N:34]=[C:33]([C:35]([O:37][CH3:38])=[O:36])[CH:32]=[CH:31][C:30]=1[F:39]. The yield is 0.960. (9) The reactants are C(OC(=O)[NH:7][CH2:8][C@@H:9]([NH:16][C:17]([C:19]1[C:23]2[CH2:24][CH2:25][CH2:26][C:27]3[C:28](=[N:29][C:30]([NH:33][C:34]4[CH:39]=[CH:38][C:37]([C:40](=[O:49])[NH:41][CH:42]5[CH2:47][CH2:46][N:45]([CH3:48])[CH2:44][CH2:43]5)=[CH:36][C:35]=4[O:50][CH3:51])=[N:31][CH:32]=3)[C:22]=2[N:21]([CH3:52])[N:20]=1)=[O:18])[C:10]1[CH:15]=[CH:14][CH:13]=[CH:12][CH:11]=1)(C)(C)C.[ClH:54]. The catalyst is CO.C1COCC1.O1CCOCC1. The product is [ClH:54].[ClH:54].[NH2:7][CH2:8][C@@H:9]([NH:16][C:17]([C:19]1[C:23]2[CH2:24][CH2:25][CH2:26][C:27]3[C:28](=[N:29][C:30]([NH:33][C:34]4[CH:39]=[CH:38][C:37]([C:40](=[O:49])[NH:41][CH:42]5[CH2:47][CH2:46][N:45]([CH3:48])[CH2:44][CH2:43]5)=[CH:36][C:35]=4[O:50][CH3:51])=[N:31][CH:32]=3)[C:22]=2[N:21]([CH3:52])[N:20]=1)=[O:18])[C:10]1[CH:11]=[CH:12][CH:13]=[CH:14][CH:15]=1. The yield is 1.00.